Regression/Classification. Given a drug SMILES string, predict its absorption, distribution, metabolism, or excretion properties. Task type varies by dataset: regression for continuous measurements (e.g., permeability, clearance, half-life) or binary classification for categorical outcomes (e.g., BBB penetration, CYP inhibition). For this dataset (clearance_hepatocyte_az), we predict log10(clearance) (log10 of the in vitro intrinsic clearance, CLint, in uL/min per 10^6 hepatocytes; values are censored to the assay range of 3 to 150, which is 0.477 to 2.18 on this log10 scale). From a dataset of Hepatocyte clearance measurements from AstraZeneca. (1) The molecule is CC(C)c1nnc2ccc(-c3ocnc3-c3cc(F)ccc3F)cn12. The log10(clearance) is 0.480. (2) The compound is Cc1ccc(N2CC(COc3ccc(-c4noc(C)n4)cc3)C2)nn1. The log10(clearance) is 0.780. (3) The molecule is CO[C@H]1CC[C@]2(CC1)Cc1ccc(-c3cc(Cl)cc(C#N)c3)cc1C21N=C(C)C(N)=N1. The log10(clearance) is 1.10. (4) The log10(clearance) is 1.82. The molecule is Cc1oc(-c2ccccc2)cc1C(=O)Nc1cccc(C(=O)O)c1. (5) The drug is Cc1sc2ncnc(SCC(=O)N3CCN(C(=O)c4ccco4)CC3)c2c1C. The log10(clearance) is 2.01.